Dataset: Catalyst prediction with 721,799 reactions and 888 catalyst types from USPTO. Task: Predict which catalyst facilitates the given reaction. (1) Product: [CH3:45][O:46][C:47](=[O:48])[CH2:49][CH:19]1[C:8]2[N:9]([CH2:11][C:12]3[CH:13]=[CH:14][C:15]([Cl:18])=[CH:16][CH:17]=3)[C:10]3[C:2]([Br:1])=[CH:3][C:4]([F:26])=[CH:5][C:6]=3[C:7]=2[C:21](=[O:35])[CH2:20]1. Reactant: [Br:1][C:2]1[C:10]2[N:9]([CH2:11][C:12]3[CH:17]=[CH:16][C:15]([Cl:18])=[CH:14][CH:13]=3)[C:8]3[CH:19](CC(O)=O)[CH2:20][CH2:21][C:7]=3[C:6]=2[CH:5]=[C:4]([F:26])[CH:3]=1.[N+](=C)=[N-].C(C1C(=O)C(Cl)=C(Cl)C(=[O:35])C=1C#N)#N.C[CH2:45][O:46][C:47]([CH3:49])=[O:48]. The catalyst class is: 220. (2) Reactant: FC(F)(F)C(O)=O.[CH2:8]([N:10]([CH2:62][CH3:63])[CH2:11][CH2:12][NH:13][C:14]([C:16]1[CH:21]=[CH:20][C:19]([C:22]2[CH:27]=[CH:26][C:25]([CH2:28][C@H:29]([NH:43][C:44]([C@H:46]3[CH2:51][CH2:50][C@H:49]([CH2:52][NH:53]C(=O)OC(C)(C)C)[CH2:48][CH2:47]3)=[O:45])[C:30](=[O:42])[NH:31][C:32]3[CH:40]=[C:39]4[C:35]([C:36](=[O:41])[NH:37][NH:38]4)=[CH:34][CH:33]=3)=[CH:24][CH:23]=2)=[C:18]([CH3:61])[CH:17]=1)=[O:15])[CH3:9].[ClH:64]. Product: [ClH:64].[NH2:53][CH2:52][C@H:49]1[CH2:48][CH2:47][C@H:46]([C:44]([NH:43][C@H:29]([C:30](=[O:42])[NH:31][C:32]2[CH:40]=[C:39]3[C:35]([C:36](=[O:41])[NH:37][NH:38]3)=[CH:34][CH:33]=2)[CH2:28][C:25]2[CH:24]=[CH:23][C:22]([C:19]3[CH:20]=[CH:21][C:16]([C:14]([NH:13][CH2:12][CH2:11][N:10]([CH2:8][CH3:9])[CH2:62][CH3:63])=[O:15])=[CH:17][C:18]=3[CH3:61])=[CH:27][CH:26]=2)=[O:45])[CH2:51][CH2:50]1. The catalyst class is: 12. (3) Reactant: C[Si]([N-][Si](C)(C)C)(C)C.[Li+].[C:11]([O:15][C:16]([N:18]1[CH2:23][CH:22]=[C:21]([CH2:24][NH:25][C:26]2[CH:31]=[CH:30][N:29]=[C:28]([Cl:32])[C:27]=2[Br:33])[CH2:20][CH2:19]1)=[O:17])([CH3:14])([CH3:13])[CH3:12].[Cl:34][C:35]1[CH:36]=[C:37]([CH:41]=[CH:42][N:43]=1)[C:38](Cl)=[O:39]. Product: [C:11]([O:15][C:16]([N:18]1[CH2:19][CH:20]=[C:21]([CH2:24][N:25]([C:26]2[CH:31]=[CH:30][N:29]=[C:28]([Cl:32])[C:27]=2[Br:33])[C:38]([C:37]2[CH:41]=[CH:42][N:43]=[C:35]([Cl:34])[CH:36]=2)=[O:39])[CH2:22][CH2:23]1)=[O:17])([CH3:14])([CH3:12])[CH3:13]. The catalyst class is: 7. (4) Reactant: [CH3:1][O:2][C:3]1[CH:4]=[CH:5][C:6]([N+:12]([O-:14])=[O:13])=[C:7]([CH:11]=1)C(O)=O.C([N:17]([CH2:20]C)CC)C.C1(P(N=[N+]=[N-])(C2C=CC=CC=2)=[O:29])C=CC=CC=1.[CH3:39][C:40]([OH:43])([CH3:42])[CH3:41]. Product: [CH3:1][O:2][C:3]1[CH:4]=[CH:5][C:6]([N+:12]([O-:14])=[O:13])=[C:7]([NH:17][C:20](=[O:29])[O:43][C:40]([CH3:42])([CH3:41])[CH3:39])[CH:11]=1. The catalyst class is: 11. (5) Reactant: C1(=O)[N:5]([CH2:6][C:7]([N:9]([C:11]2[CH:16]=[CH:15][C:14]([NH:17]/[C:18](=[C:25]3\[C:26](=[O:37])[NH:27][C:28]4[C:33]\3=[CH:32][C:31]([N+:34]([O-:36])=[O:35])=[CH:30][CH:29]=4)/[C:19]3[CH:24]=[CH:23][CH:22]=[CH:21][CH:20]=3)=[CH:13][CH:12]=2)[CH3:10])=[O:8])C(=O)C2=CC=CC=C12.ClCCl.O.NN. Product: [NH2:5][CH2:6][C:7]([N:9]([C:11]1[CH:16]=[CH:15][C:14]([NH:17]/[C:18](=[C:25]2\[C:26](=[O:37])[NH:27][C:28]3[C:33]\2=[CH:32][C:31]([N+:34]([O-:36])=[O:35])=[CH:30][CH:29]=3)/[C:19]2[CH:20]=[CH:21][CH:22]=[CH:23][CH:24]=2)=[CH:13][CH:12]=1)[CH3:10])=[O:8]. The catalyst class is: 8.